This data is from Reaction yield outcomes from USPTO patents with 853,638 reactions. The task is: Predict the reaction yield, written as a fraction of the theoretical maximum amount of product (1.0 means a 100% yield; for example, 0.34 means a 34% yield). (1) The reactants are [Cl:1][C:2]1[CH:7]=[CH:6][C:5]([NH:8][C:9](=[O:23])[NH:10][C:11]2[S:19][C:14]3[CH2:15][NH:16][CH2:17][CH2:18][C:13]=3[C:12]=2[C:20]([NH2:22])=[O:21])=[CH:4][CH:3]=1.[CH:24]1[CH:25]=[CH:26][C:27]2[N:32](O)[N:31]=[N:30][C:28]=2[CH:29]=1.CCN=C=NCCCN(C)C.CN([CH:48]=[O:49])C. No catalyst specified. The product is [NH:30]1[C:28]2[CH:29]=[CH:24][C:25]([C:48]([N:16]3[CH2:17][CH2:18][C:13]4[C:12]([C:20]([NH2:22])=[O:21])=[C:11]([NH:10][C:9]([NH:8][C:5]5[CH:4]=[CH:3][C:2]([Cl:1])=[CH:7][CH:6]=5)=[O:23])[S:19][C:14]=4[CH2:15]3)=[O:49])=[CH:26][C:27]=2[N:32]=[N:31]1. The yield is 0.280. (2) The reactants are [C:1]([C:5]1[C:6](=[O:15])[O:7][C:8]2[C:9]=1[CH:10]=[CH:11][CH:12]=[CH:13][CH:14]=2)(=O)[CH2:2][CH3:3].C(CC(OCC)=O)#[N:17].[O-][CH2:25][CH3:26].[Na+].[Na]. The catalyst is C(O)C. The product is [C:3]([C:2]1[C:10]2[C:9]([CH:8]=[CH:14][CH:13]=[CH:12][CH:11]=2)=[C:5]([C:6]([OH:7])=[O:15])[C:1]=1[CH2:25][CH3:26])#[N:17]. The yield is 0.930. (3) The reactants are [CH:1]1([CH:7]([C:9]2[C:10]([CH2:22][CH3:23])=[N:11][N:12]([C:14]3[CH:19]=[CH:18][C:17]([O:20][CH3:21])=[CH:16][CH:15]=3)[CH:13]=2)O)[CH2:6][CH2:5][CH2:4][CH2:3][CH2:2]1.[NH2:24][C:25]1[CH:30]=[CH:29][C:28]([C:31]([NH:33][CH2:34][CH2:35][C:36]([O:38]CC)=[O:37])=[O:32])=[CH:27][CH:26]=1. No catalyst specified. The product is [CH:1]1([CH:7]([NH:24][C:25]2[CH:26]=[CH:27][C:28]([C:31]([NH:33][CH2:34][CH2:35][C:36]([OH:38])=[O:37])=[O:32])=[CH:29][CH:30]=2)[C:9]2[C:10]([CH2:22][CH3:23])=[N:11][N:12]([C:14]3[CH:19]=[CH:18][C:17]([O:20][CH3:21])=[CH:16][CH:15]=3)[CH:13]=2)[CH2:6][CH2:5][CH2:4][CH2:3][CH2:2]1. The yield is 0.430. (4) The reactants are CC([O-])(C)C.[K+].CC1C=CC(S([CH2:17][N+:18]#[C-])(=O)=O)=CC=1.[CH2:20]([O:27][C:28]1[CH:29]=[C:30]([CH:33]=[CH:34][C:35]=1[O:36][CH3:37])[CH:31]=O)[C:21]1[CH:26]=[CH:25][CH:24]=[CH:23][CH:22]=1.CO. The catalyst is C1COCC1.O. The product is [CH2:20]([O:27][C:28]1[CH:29]=[C:30]([CH2:31][C:17]#[N:18])[CH:33]=[CH:34][C:35]=1[O:36][CH3:37])[C:21]1[CH:26]=[CH:25][CH:24]=[CH:23][CH:22]=1. The yield is 0.480. (5) The reactants are [CH3:1][CH:2]([CH3:8])[C:3](=O)[CH2:4][C:5]#[N:6].[NH2:9][NH2:10]. The catalyst is C(O)C. The product is [CH:2]([C:3]1[CH:4]=[C:5]([NH2:6])[NH:10][N:9]=1)([CH3:8])[CH3:1]. The yield is 0.680. (6) The yield is 0.860. The product is [CH3:15][C:16]1([CH3:27])[CH2:20][C:19]2[CH:21]=[CH:22][CH:23]=[C:24]([CH2:25][NH:14][C:9]3[CH:10]=[CH:11][CH:12]=[CH:13][C:8]=3[O:1][C:2]3[CH:3]=[CH:4][CH:5]=[CH:6][CH:7]=3)[C:18]=2[O:17]1. The reactants are [O:1]([C:8]1[CH:13]=[CH:12][CH:11]=[CH:10][C:9]=1[NH2:14])[C:2]1[CH:7]=[CH:6][CH:5]=[CH:4][CH:3]=1.[CH3:15][C:16]1([CH3:27])[CH2:20][C:19]2[CH:21]=[CH:22][CH:23]=[C:24]([CH:25]=O)[C:18]=2[O:17]1.CO.[BH4-].[Na+]. The catalyst is C(O)=O.